Dataset: Reaction yield outcomes from USPTO patents with 853,638 reactions. Task: Predict the reaction yield, written as a fraction of the theoretical maximum amount of product (1.0 means a 100% yield; for example, 0.34 means a 34% yield). (1) The reactants are O[CH2:2][CH:3]([C:7]1[S:8][C:9]([C:12]2[C:13]3[CH:20]=[CH:19][N:18](COCC[Si](C)(C)C)[C:14]=3[N:15]=[CH:16][N:17]=2)=[CH:10][N:11]=1)[CH2:4][C:5]#[N:6].CS(Cl)(=O)=O.[C-:34]#[N:35].[Na+]. The catalyst is C(Cl)Cl.O. The product is [N:15]1[C:14]2[NH:18][CH:19]=[CH:20][C:13]=2[C:12]([C:9]2[S:8][C:7]([CH:3]([CH2:2][C:34]#[N:35])[CH2:4][C:5]#[N:6])=[N:11][CH:10]=2)=[N:17][CH:16]=1. The yield is 0.0700. (2) The yield is 0.550. The catalyst is C(Cl)Cl.CN(C1C=CN=CC=1)C. The product is [CH3:30][S:31]([O:23][C@@H:12]1[CH2:13][C@H:14]([O:15][Si:16]([C:19]([CH3:20])([CH3:22])[CH3:21])([CH3:18])[CH3:17])[C@H:10]([CH2:9][O:8][CH2:1][C:2]2[CH:7]=[CH:6][CH:5]=[CH:4][CH:3]=2)[CH2:11]1)(=[O:33])=[O:32]. The reactants are [CH2:1]([O:8][CH2:9][C@H:10]1[C@@H:14]([O:15][Si:16]([C:19]([CH3:22])([CH3:21])[CH3:20])([CH3:18])[CH3:17])[CH2:13][C@@H:12]([OH:23])[CH2:11]1)[C:2]1[CH:7]=[CH:6][CH:5]=[CH:4][CH:3]=1.N1C=CC=CC=1.[CH3:30][S:31](Cl)(=[O:33])=[O:32].